From a dataset of Forward reaction prediction with 1.9M reactions from USPTO patents (1976-2016). Predict the product of the given reaction. Given the reactants [NH2:1][C:2]1[CH:3]=[C:4]([CH:8]=[CH:9][CH:10]=1)[C:5]([OH:7])=[O:6].C(N(C(C)C)C(C)C)C.[C:20]([NH:37][CH2:38][C:39](Cl)=[O:40])([O:22][CH2:23][CH:24]1[C:36]2[C:31](=[CH:32][CH:33]=[CH:34][CH:35]=2)[C:30]2[C:25]1=[CH:26][CH:27]=[CH:28][CH:29]=2)=[O:21].Cl, predict the reaction product. The product is: [CH:26]1[C:25]2[CH:24]([CH2:23][O:22][C:20]([NH:37][CH2:38][C:39]([NH:1][C:2]3[CH:3]=[C:4]([CH:8]=[CH:9][CH:10]=3)[C:5]([OH:7])=[O:6])=[O:40])=[O:21])[C:36]3[C:31](=[CH:32][CH:33]=[CH:34][CH:35]=3)[C:30]=2[CH:29]=[CH:28][CH:27]=1.